Dataset: Forward reaction prediction with 1.9M reactions from USPTO patents (1976-2016). Task: Predict the product of the given reaction. (1) Given the reactants [CH:1]1([C:7]2[O:11][C:10]([CH3:12])=[C:9]([C:13]([OH:15])=O)[CH:8]=2)[CH2:6][CH2:5][CH2:4][CH2:3][CH2:2]1.[N:16]1([C:22]2[N:27]=[CH:26][C:25]([NH2:28])=[CH:24][CH:23]=2)[CH2:21][CH2:20][O:19][CH2:18][CH2:17]1.C(N(CC)CC)C.F[P-](F)(F)(F)(F)F.N1(O[P+](N(C)C)(N(C)C)N(C)C)C2C=CC=CC=2N=N1, predict the reaction product. The product is: [N:16]1([C:22]2[N:27]=[CH:26][C:25]([NH:28][C:13]([C:9]3[CH:8]=[C:7]([CH:1]4[CH2:2][CH2:3][CH2:4][CH2:5][CH2:6]4)[O:11][C:10]=3[CH3:12])=[O:15])=[CH:24][CH:23]=2)[CH2:21][CH2:20][O:19][CH2:18][CH2:17]1. (2) Given the reactants [C:1]([S:4][CH:5]1[CH2:10][CH2:9][N:8](C(C2C=CC=CC=2)(C2C=CC=CC=2)C2C=CC=CC=2)[CH2:7]/[C:6]/1=[CH:30]\[C:31]1[N:32]([C:36]([O:38][C:39]([CH3:42])([CH3:41])[CH3:40])=[O:37])[CH:33]=[CH:34][N:35]=1)(=[O:3])[CH3:2].[F:43][C:44]([F:49])([F:48])[C:45]([OH:47])=[O:46], predict the reaction product. The product is: [F:43][C:44]([F:49])([F:48])[C:45]([OH:47])=[O:46].[C:1]([S:4][CH:5]1[CH2:10][CH2:9][NH:8][CH2:7]/[C:6]/1=[CH:30]\[C:31]1[N:32]([C:36]([O:38][C:39]([CH3:42])([CH3:41])[CH3:40])=[O:37])[CH:33]=[CH:34][N:35]=1)(=[O:3])[CH3:2]. (3) Given the reactants [Li+].[OH-].C([O:5][C:6]([C:8]1[N:9]=[C:10]([C:20]2[CH:25]=[CH:24][C:23]([Cl:26])=[CH:22][C:21]=2[Cl:27])[N:11]([C:13]2[CH:18]=[CH:17][C:16]([Cl:19])=[CH:15][CH:14]=2)[CH:12]=1)=[O:7])C, predict the reaction product. The product is: [Cl:19][C:16]1[CH:15]=[CH:14][C:13]([N:11]2[CH:12]=[C:8]([C:6]([OH:7])=[O:5])[N:9]=[C:10]2[C:20]2[CH:25]=[CH:24][C:23]([Cl:26])=[CH:22][C:21]=2[Cl:27])=[CH:18][CH:17]=1. (4) Given the reactants [OH:1][C:2]1[CH:3]=[C:4]2[C:8](=[CH:9][CH:10]=1)[NH:7][C:6]([C:11]([NH2:13])=[O:12])=[C:5]2[S:14]([N:17]1[CH2:22][CH2:21][O:20][CH2:19][CH2:18]1)(=[O:16])=[O:15].C(N(CC)CC)C.[CH3:30][S:31](Cl)(=[O:33])=[O:32], predict the reaction product. The product is: [CH3:30][S:31]([O:1][C:2]1[CH:3]=[C:4]2[C:8](=[CH:9][CH:10]=1)[NH:7][C:6]([C:11]([NH2:13])=[O:12])=[C:5]2[S:14]([N:17]1[CH2:22][CH2:21][O:20][CH2:19][CH2:18]1)(=[O:16])=[O:15])(=[O:33])=[O:32]. (5) Given the reactants [CH:1]1[C:10]2[C:5](=[CH:6][CH:7]=[CH:8][CH:9]=2)[CH:4]=[CH:3][C:2]=1[CH2:11][N:12]1[C:17]2[C:18]([NH:22][C:23](=[O:27])[C:24]([OH:26])=O)=[CH:19][CH:20]=[CH:21][C:16]=2[O:15][CH2:14][C:13]1=[O:28].[S:29]1[CH:33]=[CH:32][CH:31]=[C:30]1[S:34]([NH2:37])(=[O:36])=[O:35].CCN=C=NCCCN(C)C, predict the reaction product. The product is: [CH:1]1[C:10]2[C:5](=[CH:6][CH:7]=[CH:8][CH:9]=2)[CH:4]=[CH:3][C:2]=1[CH2:11][N:12]1[C:17]2[C:18]([NH:22][C:23](=[O:27])[C:24](=[O:26])[NH:37][S:34]([C:30]3[S:29][CH:33]=[CH:32][CH:31]=3)(=[O:36])=[O:35])=[CH:19][CH:20]=[CH:21][C:16]=2[O:15][CH2:14][C:13]1=[O:28]. (6) Given the reactants F[C:2]1[CH:7]=[C:6]([F:8])[CH:5]=[CH:4][C:3]=1[N+:9]([O-:11])=[O:10].[C:12]([O:19][CH3:20])(=[O:18])[CH2:13][C:14]([O:16][CH3:17])=[O:15].C(=O)([O-])[O-].[K+].[K+].Cl, predict the reaction product. The product is: [CH3:17][O:16][C:14](=[O:15])[CH:13]([C:2]1[CH:7]=[C:6]([F:8])[CH:5]=[CH:4][C:3]=1[N+:9]([O-:11])=[O:10])[C:12]([O:19][CH3:20])=[O:18]. (7) The product is: [OH:17][C@@H:18]1[C@@H:23]([C:24]2[CH:25]=[CH:26][C:27]([C:49]([O:51][CH3:52])=[O:50])=[CH:28][CH:29]=2)[C@H:22]([O:38][Si:39]([CH:46]([CH3:47])[CH3:48])([CH:40]([CH3:41])[CH3:42])[CH:43]([CH3:45])[CH3:44])[CH2:21][N:20]([C:49]([O:51][CH2:52][C:53]2[CH:54]=[CH:55][CH:56]=[CH:57][CH:58]=2)=[O:50])[CH2:19]1. Given the reactants C1(P(CCC)C2C=CC=CC=2)C=CC=CC=1.[OH:17][C@@H:18]1[C@@H:23]([C:24]2[CH:29]=[CH:28][C:27](OS(C(F)(F)F)(=O)=O)=[CH:26][CH:25]=2)[C@H:22]([O:38][Si:39]([CH:46]([CH3:48])[CH3:47])([CH:43]([CH3:45])[CH3:44])[CH:40]([CH3:42])[CH3:41])[CH2:21][N:20]([C:49]([O:51][CH2:52][C:53]2[CH:58]=[CH:57][CH:56]=[CH:55][CH:54]=2)=[O:50])[CH2:19]1.C(N(CC)CC)C.[C]=O, predict the reaction product. (8) Given the reactants [C:1](Cl)(=[O:6])[C:2]([CH3:5])([CH3:4])[CH3:3].[OH:8][C:9]1[C:10]([C:20]([O:22][CH2:23][CH2:24][CH2:25][CH3:26])=[O:21])=[CH:11][CH:12]=[C:13]2[C:18]=1[N:17]=[C:16]([CH3:19])[CH:15]=[CH:14]2, predict the reaction product. The product is: [CH3:3][C:2]([CH3:5])([CH3:4])[C:1]([O:8][C:9]1[C:10]([C:20]([O:22][CH2:23][CH2:24][CH2:25][CH3:26])=[O:21])=[CH:11][CH:12]=[C:13]2[C:18]=1[N:17]=[C:16]([CH3:19])[CH:15]=[CH:14]2)=[O:6].